This data is from Full USPTO retrosynthesis dataset with 1.9M reactions from patents (1976-2016). The task is: Predict the reactants needed to synthesize the given product. Given the product [Cl:26][C:27]1[CH:54]=[CH:53][C:30]2[S:31][C:32]3[CH:51]=[CH:50][CH:49]=[CH:48][C:33]=3[CH:34]([S:8][CH2:7][CH2:16][N:17]3[CH2:22][CH2:21][CH2:20][C@@H:19]([C:23]([OH:25])=[O:24])[CH2:18]3)[CH2:35][C:29]=2[CH:28]=1, predict the reactants needed to synthesize it. The reactants are: C1C2[CH:7]([CH2:16][N:17]3[CH2:22][CH2:21][CH2:20][C@@H:19]([C:23]([OH:25])=[O:24])[CH2:18]3)[S:8]C3C=CC=CC=3OC=2C=CC=1.[Cl:26][C:27]1[CH:54]=[CH:53][C:30]2[S:31][C:32]3[CH:51]=[C:50](F)[CH:49]=[CH:48][C:33]=3[CH:34](OCCN3CCC[C@@H](C(O)=O)C3)[CH2:35][C:29]=2[CH:28]=1.ClC1C=C(Cl)C2SC3C=CC=CC=3C(OCCN3CCC[C@@H](C(O)=O)C3)CC=2C=1.